From a dataset of Reaction yield outcomes from USPTO patents with 853,638 reactions. Predict the reaction yield, written as a fraction of the theoretical maximum amount of product (1.0 means a 100% yield; for example, 0.34 means a 34% yield). (1) The reactants are Br[C:2]1[CH:3]=[CH:4][C:5]2[O:14][CH2:13][CH2:12][C:11]3[S:10][C:9]([C:15]4[N:16]([CH:20]([CH3:22])[CH3:21])[N:17]=[CH:18][N:19]=4)=[N:8][C:7]=3[C:6]=2[CH:23]=1.[CH2:24]([O:26][C:27]1[C:32](B(O)O)=[CH:31][CH:30]=[CH:29][N:28]=1)[CH3:25]. No catalyst specified. The product is [CH2:24]([O:26][C:27]1[C:32]([C:2]2[CH:3]=[CH:4][C:5]3[O:14][CH2:13][CH2:12][C:11]4[S:10][C:9]([C:15]5[N:16]([CH:20]([CH3:22])[CH3:21])[N:17]=[CH:18][N:19]=5)=[N:8][C:7]=4[C:6]=3[CH:23]=2)=[CH:31][CH:30]=[CH:29][N:28]=1)[CH3:25]. The yield is 0.270. (2) The reactants are [CH2:1]([C:3]1[NH:4][C:5]([CH:8]=[O:9])=[CH:6][N:7]=1)[CH3:2].[CH2:10](I)[CH3:11].C([O-])([O-])=O.[K+].[K+].O. The catalyst is CN(C=O)C.C(Cl)Cl.CO. The product is [CH2:10]([N:4]1[C:5]([CH:8]=[O:9])=[CH:6][N:7]=[C:3]1[CH2:1][CH3:2])[CH3:11].[CH2:10]([N:7]1[CH:6]=[C:5]([CH:8]=[O:9])[N:4]=[C:3]1[CH2:1][CH3:2])[CH3:11]. The yield is 0.190.